Dataset: Reaction yield outcomes from USPTO patents with 853,638 reactions. Task: Predict the reaction yield, written as a fraction of the theoretical maximum amount of product (1.0 means a 100% yield; for example, 0.34 means a 34% yield). (1) The reactants are C(OC([N:8]1[CH2:12][CH2:11][CH2:10][C@H:9]1[CH2:13][O:14][C:15]1[CH:20]=[CH:19][CH:18]=[C:17]([N+:21]([O-:23])=[O:22])[C:16]=1[C:24]#[N:25])=O)(C)(C)C.[ClH:26]. No catalyst specified. The product is [Cl-:26].[C:24]([C:16]1[C:17]([N+:21]([O-:23])=[O:22])=[CH:18][CH:19]=[CH:20][C:15]=1[O:14][CH2:13][C@@H:9]1[CH2:10][CH2:11][CH2:12][NH2+:8]1)#[N:25]. The yield is 0.810. (2) The reactants are [Br:1][C:2]1[CH:3]=[N:4][CH:5]=[C:6]([F:9])[C:7]=1Cl.[F-].[K+].Cl.[NH:13]1[CH2:18][CH2:17][CH:16]([C:19]([O:21][C:22]([CH3:25])([CH3:24])[CH3:23])=[O:20])[CH2:15][CH2:14]1.CCN(C(C)C)C(C)C. The catalyst is [N+](C)(C)(C)C.[Cl-].CS(C)=O. The product is [Br:1][C:2]1[CH:3]=[N:4][CH:5]=[C:6]([F:9])[C:7]=1[N:13]1[CH2:18][CH2:17][CH:16]([C:19]([O:21][C:22]([CH3:25])([CH3:24])[CH3:23])=[O:20])[CH2:15][CH2:14]1. The yield is 0.650.